This data is from Forward reaction prediction with 1.9M reactions from USPTO patents (1976-2016). The task is: Predict the product of the given reaction. (1) Given the reactants [C:1]([C:17]1[CH:18]=[C:19]([C:24]([NH:27]C(=O)C)=[CH:25][CH:26]=1)[C:20]([O:22][CH3:23])=[O:21])([C:3]1[CH:4]=[C:5]([C:10]([NH:13]C(=O)C)=[CH:11][CH:12]=1)[C:6]([O:8][CH3:9])=[O:7])=[O:2].Cl, predict the reaction product. The product is: [C:1]([C:3]1[CH:4]=[C:5]([C:10]([NH2:13])=[CH:11][CH:12]=1)[C:6]([O:8][CH3:9])=[O:7])([C:17]1[CH:18]=[C:19]([C:24]([NH2:27])=[CH:25][CH:26]=1)[C:20]([O:22][CH3:23])=[O:21])=[O:2]. (2) Given the reactants C(OC([N:8]1[CH:16]([CH3:17])[C:15]2[C:14]([O:18][C:19]3[CH:20]=[C:21]4[C:25](=[CH:26][CH:27]=3)[N:24]([C:28](=[O:40])[NH:29][C:30]3[CH:35]=[CH:34][CH:33]=[C:32]([C:36]([F:39])([F:38])[F:37])[CH:31]=3)[CH:23]=[CH:22]4)=[N:13][CH:12]=[N:11][C:10]=2[CH2:9]1)=O)(C)(C)C.C(O)(C(F)(F)F)=O, predict the reaction product. The product is: [F:39][C:36]([F:37])([F:38])[C:32]1[CH:31]=[C:30]([NH:29][C:28]([N:24]2[C:25]3[C:21](=[CH:20][C:19]([O:18][C:14]4[C:15]5[CH:16]([CH3:17])[NH:8][CH2:9][C:10]=5[N:11]=[CH:12][N:13]=4)=[CH:27][CH:26]=3)[CH:22]=[CH:23]2)=[O:40])[CH:35]=[CH:34][CH:33]=1. (3) Given the reactants [CH2:1]([C:3]1[NH:4][C:5](=[O:27])[C:6]([CH2:12][C:13]2[CH:18]=[CH:17][C:16]([C:19]3[C:20]([C:25]#[N:26])=[CH:21][CH:22]=[CH:23][CH:24]=3)=[CH:15][CH:14]=2)=[C:7]([CH2:9][CH2:10][CH3:11])[N:8]=1)[CH3:2].[CH:28]([O:31][C:32]1[N:37]=[CH:36][C:35](B(O)O)=[CH:34][CH:33]=1)([CH3:30])[CH3:29].C(N(CC)CC)C.N1C=CC=CC=1, predict the reaction product. The product is: [CH2:1]([C:3]1[N:4]([C:35]2[CH:36]=[N:37][C:32]([O:31][CH:28]([CH3:30])[CH3:29])=[CH:33][CH:34]=2)[C:5](=[O:27])[C:6]([CH2:12][C:13]2[CH:18]=[CH:17][C:16]([C:19]3[C:20]([C:25]#[N:26])=[CH:21][CH:22]=[CH:23][CH:24]=3)=[CH:15][CH:14]=2)=[C:7]([CH2:9][CH2:10][CH3:11])[N:8]=1)[CH3:2]. (4) Given the reactants Cl[C:2]([O:4][CH:5]([Cl:12])[C:6]1[CH:11]=[CH:10][CH:9]=[CH:8][CH:7]=1)=[O:3].[CH3:13][O:14][CH2:15][CH2:16][O:17][CH2:18][CH2:19][O:20][CH2:21][CH2:22][OH:23].N1C=CC=CC=1, predict the reaction product. The product is: [C:2](=[O:3])([O:23][CH2:22][CH2:21][O:20][CH2:19][CH2:18][O:17][CH2:16][CH2:15][O:14][CH3:13])[O:4][CH:5]([Cl:12])[C:6]1[CH:11]=[CH:10][CH:9]=[CH:8][CH:7]=1. (5) Given the reactants [CH2:1]([N:8]1[CH2:13][CH2:12][C:11]([C:15]2[CH:20]=[CH:19][C:18]([CH2:21][CH2:22][O:23]C3CCCCO3)=[CH:17][CH:16]=2)([OH:14])[CH2:10][CH2:9]1)[C:2]1[CH:7]=[CH:6][CH:5]=[CH:4][CH:3]=1.Cl.C(=O)([O-])O.[Na+], predict the reaction product. The product is: [CH2:1]([N:8]1[CH2:13][CH2:12][C:11]([C:15]2[CH:16]=[CH:17][C:18]([CH2:21][CH2:22][OH:23])=[CH:19][CH:20]=2)([OH:14])[CH2:10][CH2:9]1)[C:2]1[CH:3]=[CH:4][CH:5]=[CH:6][CH:7]=1. (6) Given the reactants [Br:1][CH2:2][C:3](Br)=[O:4].[N:6]1[CH:11]=[CH:10][CH:9]=[CH:8][C:7]=1[N:12]1[CH2:17][CH2:16][NH:15][CH2:14][CH2:13]1.C(N(CC)CC)C.O, predict the reaction product. The product is: [Br:1][CH2:2][C:3]([N:15]1[CH2:16][CH2:17][N:12]([C:7]2[CH:8]=[CH:9][CH:10]=[CH:11][N:6]=2)[CH2:13][CH2:14]1)=[O:4].